This data is from Forward reaction prediction with 1.9M reactions from USPTO patents (1976-2016). The task is: Predict the product of the given reaction. Given the reactants [N+:1]([C:4]1[CH:9]=[CH:8][C:7]([C:10]2[O:11][C:12](=[O:25])[C:13]3[C:17]=2[C:16](=[O:18])[NH:15][C:14]=3[C:19]2[CH:24]=[CH:23][CH:22]=[CH:21][CH:20]=2)=[CH:6][CH:5]=1)([O-:3])=[O:2].S(C1C=CC(C)=CC=1)(O[CH3:30])(=O)=O.C(=O)([O-])[O-].[K+].[K+].CN(C)C=O, predict the reaction product. The product is: [CH3:30][N:15]1[C:16](=[O:18])[C:17]2=[C:10]([C:7]3[CH:6]=[CH:5][C:4]([N+:1]([O-:3])=[O:2])=[CH:9][CH:8]=3)[O:11][C:12](=[O:25])[C:13]2=[C:14]1[C:19]1[CH:24]=[CH:23][CH:22]=[CH:21][CH:20]=1.